This data is from Reaction yield outcomes from USPTO patents with 853,638 reactions. The task is: Predict the reaction yield, written as a fraction of the theoretical maximum amount of product (1.0 means a 100% yield; for example, 0.34 means a 34% yield). (1) The reactants are Cl[CH2:2][C:3]([C:5]1[CH:6]=[C:7]2[C:11](=[CH:12][CH:13]=1)[NH:10][CH2:9][CH2:8]2)=O.[NH2:14][C:15]([NH2:17])=[S:16].C(N(CC)C(C)C)(C)C.[C:27](O[C:27]([O:29][C:30]([CH3:33])([CH3:32])[CH3:31])=[O:28])([O:29][C:30]([CH3:33])([CH3:32])[CH3:31])=[O:28]. The catalyst is C(O)C.CN(C1C=CN=CC=1)C. The product is [NH2:14][C:15]1[S:16][CH:2]=[C:3]([C:5]2[CH:6]=[C:7]3[C:11](=[CH:12][CH:13]=2)[N:10]([C:27]([O:29][C:30]([CH3:33])([CH3:32])[CH3:31])=[O:28])[CH2:9][CH2:8]3)[N:17]=1. The yield is 0.560. (2) The reactants are [F:1][C:2]([F:27])([O:7][C:8]1[CH:13]=[CH:12][C:11]([N:14]2[CH:18]=[N:17][C:16]([C:19]3[CH:24]=[CH:23][C:22]([CH2:25]O)=[CH:21][CH:20]=3)=[N:15]2)=[CH:10][CH:9]=1)[C:3]([F:6])([F:5])[F:4].C1(P([N:42]=[N+:43]=[N-:44])(C2C=CC=CC=2)=O)C=CC=CC=1.N1(C2CCCCCCCCCC2)CCCN=CCCCCC1. The catalyst is O1CCCC1.O.C(OCC)(=O)C. The product is [N:42]([CH2:25][C:22]1[CH:23]=[CH:24][C:19]([C:16]2[N:17]=[CH:18][N:14]([C:11]3[CH:12]=[CH:13][C:8]([O:7][C:2]([F:27])([F:1])[C:3]([F:6])([F:5])[F:4])=[CH:9][CH:10]=3)[N:15]=2)=[CH:20][CH:21]=1)=[N+:43]=[N-:44]. The yield is 0.830. (3) The reactants are [C:1]([C:4]1[S:8][C:7]([C:9]([OH:11])=[O:10])=[CH:6][CH:5]=1)(=[O:3])[CH3:2].[CH3:12][C:13](O)([CH3:15])[CH3:14].CCN=C=NCCCN(C)C.O. The catalyst is CC(N(C)C)=O.CN(C1C=CN=CC=1)C. The product is [C:1]([C:4]1[S:8][C:7]([C:9]([O:11][C:13]([CH3:15])([CH3:14])[CH3:12])=[O:10])=[CH:6][CH:5]=1)(=[O:3])[CH3:2]. The yield is 0.720. (4) The reactants are C(OC([NH:8][C@H:9]([C:11]([NH:13][CH:14]1[N:20]=[C:19]([C:21]2[CH:26]=[CH:25][CH:24]=[CH:23][N:22]=2)[C:18]2[CH:27]=[CH:28][CH:29]=[CH:30][C:17]=2[N:16]([CH2:31][C:32](=[O:37])[C:33]([CH3:36])([CH3:35])[CH3:34])[C:15]1=[O:38])=[O:12])[CH3:10])=O)(C)(C)C.C(O)(C(F)(F)F)=O. No catalyst specified. The product is [NH2:8][C@H:9]([C:11]([NH:13][CH:14]1[N:20]=[C:19]([C:21]2[CH:26]=[CH:25][CH:24]=[CH:23][N:22]=2)[C:18]2[CH:27]=[CH:28][CH:29]=[CH:30][C:17]=2[N:16]([CH2:31][C:32](=[O:37])[C:33]([CH3:35])([CH3:34])[CH3:36])[C:15]1=[O:38])=[O:12])[CH3:10]. The yield is 0.930. (5) The reactants are Cl.[S:2]1[C:6]2[CH:7]=[CH:8][CH:9]=[CH:10][C:5]=2[C:4]([N:11]2[CH2:16][CH2:15][N:14]([CH2:17][CH2:18][C:19]3[CH:24]=[CH:23][C:22]([NH2:25])=[C:21]([CH3:26])[CH:20]=3)[CH2:13][CH2:12]2)=[N:3]1.[CH3:27][C:28](=[CH2:32])[C:29](Cl)=[O:30]. No catalyst specified. The product is [S:2]1[C:6]2[CH:7]=[CH:8][CH:9]=[CH:10][C:5]=2[C:4]([N:11]2[CH2:12][CH2:13][N:14]([CH2:17][CH2:18][C:19]3[CH:24]=[CH:23][C:22]([NH:25][C:29](=[O:30])[C:28]([CH3:32])=[CH2:27])=[C:21]([CH3:26])[CH:20]=3)[CH2:15][CH2:16]2)=[N:3]1. The yield is 0.730. (6) The reactants are [F:1][C:2]1[CH:28]=[CH:27][C:5]([CH2:6][NH:7][C:8](=O)[C:9]2[CH:25]=[CH:24][CH:23]=[C:11]([C:12]([NH:14][CH2:15][C:16]3[CH:21]=[CH:20][C:19]([F:22])=[CH:18][CH:17]=3)=O)[CH:10]=2)=[CH:4][CH:3]=1.B.CC(O)=O. The catalyst is C1COCC1. The product is [F:1][C:2]1[CH:3]=[CH:4][C:5]([CH2:6][NH:7][CH2:8][C:9]2[CH:25]=[CH:24][CH:23]=[C:11]([CH2:12][NH:14][CH2:15][C:16]3[CH:17]=[CH:18][C:19]([F:22])=[CH:20][CH:21]=3)[CH:10]=2)=[CH:27][CH:28]=1. The yield is 0.950. (7) The yield is 0.880. The product is [C:3]1([CH3:1])[CH:4]=[CH:5][C:6]([C:9]2[CH:14]=[C:13]([C:15]([F:16])([F:17])[F:18])[N:12]3[N:19]=[CH:20][C:21]([C:22]([O:24][CH2:25][CH3:26])=[O:23])=[C:11]3[N:10]=2)=[CH:7][CH:8]=1. No catalyst specified. The reactants are [CH2:1]([C:3]1[CH:8]=[CH:7][C:6]([C:9]2[CH:14]=[C:13]([C:15]([F:18])([F:17])[F:16])[N:12]3[N:19]=[CH:20][C:21]([C:22]([O:24][CH2:25][CH3:26])=[O:23])=[C:11]3[N:10]=2)=[CH:5][CH:4]=1)C.NC1C(C(OCC)=O)=CNN=1.FC(F)(F)C(=O)CC(C1C=CC(C)=CC=1)=O. (8) The reactants are [NH2:1][C:2]1[C:11]2[C:6](=[C:7](Br)[CH:8]=[CH:9][CH:10]=2)[N:5]=[N:4][C:3]=1[C:13]([NH:15][CH:16]1[CH2:18][CH2:17]1)=[O:14].[CH3:19][O:20][C:21]1[CH:26]=[CH:25][N:24]=[CH:23][C:22]=1B(O)O. No catalyst specified. The product is [NH2:1][C:2]1[C:11]2[C:6](=[C:7]([C:22]3[CH:23]=[N:24][CH:25]=[CH:26][C:21]=3[O:20][CH3:19])[CH:8]=[CH:9][CH:10]=2)[N:5]=[N:4][C:3]=1[C:13]([NH:15][CH:16]1[CH2:18][CH2:17]1)=[O:14]. The yield is 0.330. (9) The reactants are [CH:1]1([OH:7])[CH2:6][CH2:5][CH2:4][CH2:3][CH2:2]1.[Na].[Cl:9][C:10]1[CH:15]=[CH:14][CH:13]=[C:12](Cl)[N:11]=1. The catalyst is C1(C)C=CC=CC=1. The product is [Cl:9][C:10]1[CH:15]=[CH:14][CH:13]=[C:12]([O:7][CH:1]2[CH2:6][CH2:5][CH2:4][CH2:3][CH2:2]2)[N:11]=1. The yield is 0.710. (10) The reactants are [C:1]1([N:7]2[C:11]([NH2:12])=[C:10]3[CH2:13][CH2:14][CH2:15][C:9]3=[N:8]2)[CH:6]=[CH:5][CH:4]=[CH:3][CH:2]=1.[OH-].[Na+].[C:18](Cl)(=[O:26])[O:19][C:20]1[CH:25]=[CH:24][CH:23]=[CH:22][CH:21]=1. The catalyst is CCOC(C)=O. The product is [C:1]1([N:7]2[C:11]([NH:12][C:18](=[O:26])[O:19][C:20]3[CH:25]=[CH:24][CH:23]=[CH:22][CH:21]=3)=[C:10]3[CH2:13][CH2:14][CH2:15][C:9]3=[N:8]2)[CH:2]=[CH:3][CH:4]=[CH:5][CH:6]=1. The yield is 1.00.